From a dataset of Reaction yield outcomes from USPTO patents with 853,638 reactions. Predict the reaction yield, written as a fraction of the theoretical maximum amount of product (1.0 means a 100% yield; for example, 0.34 means a 34% yield). (1) The reactants are [CH2:1]([C@@H:8]1[CH2:12][O:11][C:10](=[O:13])[N:9]1[C:14](=[O:23])[CH2:15][C:16]1[CH:21]=[CH:20][C:19]([Cl:22])=[CH:18][CH:17]=1)[C:2]1[CH:7]=[CH:6][CH:5]=[CH:4][CH:3]=1.C1(C)C=CC=CC=1.CCN(C(C)C)C(C)C.[CH3:40][O:41][C:42]1[CH:59]=[C:58]([O:60][CH3:61])[CH:57]=[CH:56][C:43]=1[CH2:44][N:45]([CH2:53]OC)[C:46](=[O:52])[O:47][C:48]([CH3:51])([CH3:50])[CH3:49]. The catalyst is C(Cl)Cl.Cl[Ti](Cl)(Cl)Cl. The product is [CH3:40][O:41][C:42]1[CH:59]=[C:58]([O:60][CH3:61])[CH:57]=[CH:56][C:43]=1[CH2:44][N:45]([CH2:53][C@H:15]([C:16]1[CH:17]=[CH:18][C:19]([Cl:22])=[CH:20][CH:21]=1)[C:14]([N:9]1[C@H:8]([CH2:1][C:2]2[CH:7]=[CH:6][CH:5]=[CH:4][CH:3]=2)[CH2:12][O:11][C:10]1=[O:13])=[O:23])[C:46](=[O:52])[O:47][C:48]([CH3:51])([CH3:50])[CH3:49]. The yield is 0.735. (2) The reactants are C([O:3][C:4](=O)[C@H:5]([N:7]1[C:12]2[CH:13]=[C:14]([Br:17])[CH:15]=[CH:16][C:11]=2[O:10][CH2:9][C:8]1=S)[CH3:6])C.O.[NH2:21][NH2:22]. The catalyst is CCO. The product is [Br:17][C:14]1[CH:13]=[C:12]2[C:11](=[CH:16][CH:15]=1)[O:10][CH2:9][C:8]1[N:7]2[CH:5]([CH3:6])[C:4](=[O:3])[NH:21][N:22]=1. The yield is 0.0900. (3) The reactants are [F:1][C:2]1[CH:3]=[C:4]([N:21]2[CH2:25][C@H:24]([CH2:26][OH:27])[O:23][C:22]2=[O:28])[CH:5]=[CH:6][C:7]=1[C:8]1[CH:9]=[N:10][C:11]([NH:14][C:15]2[N:19]([CH3:20])[N:18]=[N:17][N:16]=2)=[CH:12][CH:13]=1.C(N(CC)CC)C.[P:36](Cl)(Cl)(Cl)=[O:37].[OH2:41].C1C[O:45]CC1. No catalyst specified. The product is [P:36]([OH:37])([OH:45])([O:27][CH2:26][C@@H:24]1[O:23][C:22](=[O:28])[N:21]([C:4]2[CH:5]=[CH:6][C:7]([C:8]3[CH:9]=[N:10][C:11]([NH:14][C:15]4[N:19]([CH3:20])[N:18]=[N:17][N:16]=4)=[CH:12][CH:13]=3)=[C:2]([F:1])[CH:3]=2)[CH2:25]1)=[O:41]. The yield is 0.570. (4) The reactants are CO[C:3]([C:5]1[C:13]([NH:14][C:15]2[CH:20]=[CH:19][C:18]([Br:21])=[CH:17][C:16]=2[Cl:22])=[C:12]([Cl:23])[C:8]2[N:9]=CNC=2[CH:6]=1)=[O:4].[CH3:24][O:25]C(C1C(NC2C=CC(Br)=CC=2)=C(Cl)C2N=CNC=2C=1)=O.C1C(=O)[N:50](Cl)C(=O)C1.Cl.[C:55](=[O:58])(O)[O-].[Na+].OS([O-])=O.[Na+].[CH3:65][N:66]([CH:68]=O)[CH3:67]. The catalyst is O. The product is [OH:25][CH2:24][CH2:55][O:58][NH:50][C:3]([C:5]1[C:13]([NH:14][C:15]2[CH:20]=[CH:19][C:18]([Br:21])=[CH:17][C:16]=2[Cl:22])=[C:12]([Cl:23])[C:8]2[N:9]=[CH:68][N:66]([CH3:65])[C:67]=2[CH:6]=1)=[O:4]. The yield is 0.570.